From a dataset of Reaction yield outcomes from USPTO patents with 853,638 reactions. Predict the reaction yield, written as a fraction of the theoretical maximum amount of product (1.0 means a 100% yield; for example, 0.34 means a 34% yield). (1) The reactants are [F:1][C:2]1[CH:3]=[C:4]([OH:9])[CH:5]=[C:6]([F:8])[CH:7]=1.[CH3:10][O:11][CH2:12][CH2:13]O.C1(P(C2C=CC=CC=2)C2C=CC=CC=2)C=CC=CC=1.CC(OC(/N=N/C(OC(C)C)=O)=O)C. The catalyst is C1COCC1. The product is [F:1][C:2]1[CH:3]=[C:4]([O:9][CH2:13][CH2:12][O:11][CH3:10])[CH:5]=[C:6]([F:8])[CH:7]=1. The yield is 0.950. (2) The reactants are O=C[C@@H]([C@H]([C@@H]([C@@H](CO)O)O)O)O.C1C=[N+]([C@@H]2O[C@H](COP(OP(OC[C@H]3O[C@@H](N4C5N=CN=C(N)C=5N=C4)[C@H](OP(O)(O)=O)[C@@H]3O)(O)=O)(O)=O)[C@@H](O)[C@H]2O)C=C(C(N)=O)C=1.[OH-].[Na+].[Cl:63][CH2:64][C:65](=[O:72])[CH2:66][C:67]([O:69][CH2:70][CH3:71])=[O:68]. No catalyst specified. The product is [Cl:63][CH2:64][C@@H:65]([OH:72])[CH2:66][C:67]([O:69][CH2:70][CH3:71])=[O:68]. The yield is 0.950. (3) The reactants are [NH2:1][C:2]1[C:7]([O:8][CH:9]2[C:13]3([CH2:15][CH2:14]3)[CH2:12][N:11]([C:16]([O:18][C:19]([CH3:22])([CH3:21])[CH3:20])=[O:17])[CH2:10]2)=[CH:6][C:5](Br)=[CH:4][N:3]=1.[CH3:24][N:25](C=O)C. The catalyst is CCOC(C)=O.[C-]#N.[Zn+2].[C-]#N.C1C=CC(/C=C/C(/C=C/C2C=CC=CC=2)=O)=CC=1.C1C=CC(/C=C/C(/C=C/C2C=CC=CC=2)=O)=CC=1.C1C=CC(/C=C/C(/C=C/C2C=CC=CC=2)=O)=CC=1.[Pd].[Pd].C1C=CC(P(C2C=CC=CC=2)[C-]2C=CC=C2)=CC=1.C1C=CC(P(C2C=CC=CC=2)[C-]2C=CC=C2)=CC=1.[Fe+2]. The product is [NH2:1][C:2]1[C:7]([O:8][CH:9]2[C:13]3([CH2:15][CH2:14]3)[CH2:12][N:11]([C:16]([O:18][C:19]([CH3:22])([CH3:21])[CH3:20])=[O:17])[CH2:10]2)=[CH:6][C:5]([C:24]#[N:25])=[CH:4][N:3]=1. The yield is 0.300. (4) The product is [Cl:45][C:22]1[CH:23]=[C:18]([CH:19]=[CH:20][CH:21]=1)[CH2:24][C:6]1[N:7]([CH:33]([CH:29]2[CH2:28][CH2:27][CH2:32][CH2:31][CH2:30]2)[C:34]([NH:43][CH:37]2[CH2:42][CH2:41][CH2:40][CH2:39][CH2:38]2)=[O:36])[C:8]2[CH:13]=[C:12]([F:14])[C:11]([F:15])=[CH:10][C:9]=2[N:16]=1. The yield is 0.210. The reactants are C(O[C:6](=O)[NH:7][C:8]1[CH:13]=[C:12]([F:14])[C:11]([F:15])=[CH:10][C:9]=1[NH2:16])(C)(C)C.[CH:18]1([CH:24]=O)[CH2:23][CH2:22][CH2:21][CH2:20][CH2:19]1.Cl[C:27]1[CH:28]=[C:29]([CH2:33][C:34]([OH:36])=O)[CH:30]=[CH:31][CH:32]=1.[CH:37]1([N+:43]#[C-])[CH2:42][CH2:41][CH2:40][CH2:39][CH2:38]1.[ClH:45]. The catalyst is CO.O1CCOCC1. (5) The reactants are [Br:1]Br.[C:3]([C:6]1[S:10][C:9]([NH:11][C:12]([NH2:14])=[NH:13])=[N:8][C:7]=1[CH3:15])(=[O:5])[CH3:4]. The catalyst is C(O)(=O)C.O. The product is [Br:1][CH2:4][C:3]([C:6]1[S:10][C:9]([NH:11][C:12]([NH2:14])=[NH:13])=[N:8][C:7]=1[CH3:15])=[O:5]. The yield is 0.540. (6) The product is [Cl:24][C:23]1[C:22]([O:25][CH3:26])=[CH:21][C:20]([O:27][CH3:28])=[C:19]([Cl:29])[C:18]=1[NH:17][C:9]1[N:8]([C:4]2[CH:3]=[C:2]([NH:42][C:41]3[CH:40]=[CH:39][C:38]([N:35]4[CH2:34][CH2:33][N:32]([CH2:30][CH3:31])[CH2:37][CH2:36]4)=[CH:44][CH:43]=3)[N:7]=[CH:6][N:5]=2)[C:12]2[CH:13]=[CH:14][CH:15]=[CH:16][C:11]=2[N:10]=1. The catalyst is O1CCOCC1.CS(C)=O. The reactants are Cl[C:2]1[N:7]=[CH:6][N:5]=[C:4]([N:8]2[C:12]3[CH:13]=[CH:14][CH:15]=[CH:16][C:11]=3[N:10]=[C:9]2[NH:17][C:18]2[C:23]([Cl:24])=[C:22]([O:25][CH3:26])[CH:21]=[C:20]([O:27][CH3:28])[C:19]=2[Cl:29])[CH:3]=1.[CH2:30]([N:32]1[CH2:37][CH2:36][N:35]([C:38]2[CH:44]=[CH:43][C:41]([NH2:42])=[CH:40][CH:39]=2)[CH2:34][CH2:33]1)[CH3:31].FC(F)(F)C(O)=O. The yield is 0.590. (7) The yield is 0.851. The product is [F:6][C:7]1[CH:8]=[CH:9][C:10]([CH:13]([C:26]2[CH:27]=[CH:28][C:29]([F:32])=[CH:30][CH:31]=2)[CH2:14][CH2:15][NH:16][C:17](=[O:25])[C:18]2[CH:23]=[CH:22][C:21]([O:3][CH2:1][CH3:2])=[N:20][CH:19]=2)=[CH:11][CH:12]=1. No catalyst specified. The reactants are [CH2:1]([OH:3])[CH3:2].[H-].[Na+].[F:6][C:7]1[CH:12]=[CH:11][C:10]([CH:13]([C:26]2[CH:31]=[CH:30][C:29]([F:32])=[CH:28][CH:27]=2)[CH2:14][CH2:15][NH:16][C:17](=[O:25])[C:18]2[CH:23]=[CH:22][C:21](F)=[N:20][CH:19]=2)=[CH:9][CH:8]=1. (8) The reactants are [F:1][C:2]1[CH:7]=[CH:6][C:5]([N:8]2[C:16]3[CH2:15][CH2:14][CH2:13][N:12]([C:17](=[O:35])[CH:18]([N:25]4[C:29]([CH3:30])=[CH:28][C:27]([C:31]([F:34])([F:33])[F:32])=[N:26]4)[CH2:19][C:20]([O:22]CC)=[O:21])[C:11]=3[CH:10]=[N:9]2)=[CH:4][CH:3]=1.O[Li].O.C1COCC1.Cl. The catalyst is O.CO. The product is [F:1][C:2]1[CH:3]=[CH:4][C:5]([N:8]2[C:16]3[CH2:15][CH2:14][CH2:13][N:12]([C:17](=[O:35])[CH:18]([N:25]4[C:29]([CH3:30])=[CH:28][C:27]([C:31]([F:32])([F:34])[F:33])=[N:26]4)[CH2:19][C:20]([OH:22])=[O:21])[C:11]=3[CH:10]=[N:9]2)=[CH:6][CH:7]=1. The yield is 1.00. (9) The reactants are [C:1]([C:5]1[CH:10]=[CH:9][C:8]([OH:11])=[CH:7][CH:6]=1)([CH3:4])([CH3:3])[CH3:2].CO.O.C(Cl)[Cl:16]. No catalyst specified. The product is [C:1]([C:5]1[CH:6]=[CH:7][C:8]([OH:11])=[C:9]([Cl:16])[CH:10]=1)([CH3:4])([CH3:2])[CH3:3]. The yield is 0.950.